The task is: Predict the product of the given reaction.. This data is from Forward reaction prediction with 1.9M reactions from USPTO patents (1976-2016). (1) Given the reactants [Cl:1][C:2]1[N:3]([CH2:26][C:27](O)=[O:28])[C:4]2[C:9]([C:10]=1[S:11][C:12]1[CH:17]=[CH:16][CH:15]=[C:14]([C:18]([O:20][CH2:21][CH3:22])=[O:19])[C:13]=1[F:23])=[CH:8][CH:7]=[C:6]([Cl:24])[C:5]=2[F:25].CN(C(ON1N=NC2C=CC=NC1=2)=[N+](C)C)C.F[P-](F)(F)(F)(F)F.[NH:54]1[C:62]2[C:57](=[CH:58][CH:59]=[CH:60][CH:61]=2)[C:56]2([CH2:65][CH2:64][CH2:63]2)[CH2:55]1.CCN(C(C)C)C(C)C, predict the reaction product. The product is: [Cl:1][C:2]1[N:3]([CH2:26][C:27](=[O:28])[N:54]2[C:62]3[C:57](=[CH:58][CH:59]=[CH:60][CH:61]=3)[C:56]3([CH2:65][CH2:64][CH2:63]3)[CH2:55]2)[C:4]2[C:9]([C:10]=1[S:11][C:12]1[C:13]([F:23])=[C:14]([CH:15]=[CH:16][CH:17]=1)[C:18]([O:20][CH2:21][CH3:22])=[O:19])=[CH:8][CH:7]=[C:6]([Cl:24])[C:5]=2[F:25]. (2) Given the reactants [NH2:1][C:2]1[CH:3]=[CH:4][C:5]([C:8]#[N:9])=[N:6][CH:7]=1.C(N(CC)CC)C.[Cl:17][CH:18]([C:22]1[CH:27]=[CH:26][CH:25]=[CH:24][CH:23]=1)[C:19](Cl)=[O:20], predict the reaction product. The product is: [Cl:17][CH:18]([C:22]1[CH:27]=[CH:26][CH:25]=[CH:24][CH:23]=1)[C:19]([NH:1][C:2]1[CH:7]=[N:6][C:5]([C:8]#[N:9])=[CH:4][CH:3]=1)=[O:20].